Dataset: Experimentally validated miRNA-target interactions with 360,000+ pairs, plus equal number of negative samples. Task: Binary Classification. Given a miRNA mature sequence and a target amino acid sequence, predict their likelihood of interaction. (1) The miRNA is hsa-miR-6819-3p with sequence AAGCCUCUGUCCCCACCCCAG. The protein sequence of the target gene is MSVRLRFLSPGDTGAVGVVGRSASFAGFSSAQSRRIAKSINRNSVRSRMPAKSSKMYGTLRKGSVCADPKPQQVKKIFEALKRGLKEYLCVQQAELDHLSGRHKDTRRNSRLAFYYDLDKQTRCVERHIRKMEFHISKVDELYEDYCIQCRLRDGASSMQRAFARCPPSRAARESLQELGRSLHECAEDMWLIEGALEVHLGEFHIRMKGLVGYARLCPGDHYEVLMRLGRQRWKLKGRIESDDSQTWDEEEKAFIPTLHENLDIKVTELRGLGSLAVGAVTCDIADFFTTRPQVIVVDI.... Result: 0 (no interaction). (2) The miRNA is hsa-miR-1277-5p with sequence AAAUAUAUAUAUAUAUGUACGUAU. The protein sequence of the target gene is MKKSIGILSPGVALGMAGSAMSSKFFLVALAIFFSFAQVVIEANSWWSLGMNNPVQMSEVYIIGAQPLCSQLAGLSQGQKKLCHLYQDHMQYIGEGAKTGIKECQYQFRHRRWNCSTVDNTSVFGRVMQIGSRETAFTYAVSAAGVVNAMSRACREGELSTCGCSRAARPKDLPRDWLWGGCGDNIDYGYRFAKEFVDARERERIHAKGSYESARILMNLHNNEAGRRTVYNLADVACKCHGVSGSCSLKTCWLQLADFRKVGDALKEKYDSAAAMRLNSRGKLVQVNSRFNSPTTQDLV.... Result: 1 (interaction). (3) The miRNA is hsa-miR-4495 with sequence AAUGUAAACAGGCUUUUUGCU. The protein sequence of the target gene is MSEREERRFVEIPRESVRLMAESTGLELSDEVAALLAEDVCYRLREATQNSSQFMKHTKRRKLTVEDFNRALRWSSVEAVCGYGSQEALPMRPAREGELYFPEDREVNLVELALATNIPKGCAETAVRVHVSYLDGKGNLAPQGSVPSAVSSLTDDLLKYYHQVTRAVLGDDPQLMKVALQDLQTNSKIGALLPYFVYVVSGVKSVSHDLEQLHRLLQVARSLFRNPHLCLGPYVRCLVGSVLYCVLEPLAASINPLNDHWTLRDGAALLLSHIFWTHGDLVSGLYQHILLSLQKILADP.... Result: 0 (no interaction). (4) The miRNA is rno-miR-25-3p with sequence CAUUGCACUUGUCUCGGUCUGA. The protein sequence of the target gene is MQGARAPRDQGRSPGRMSALGRSSVILLTYVLAATELTCLFMQFSIVPYLSRKLGLDSIAFGYLQTTFGVLQLLGGPVFGRFADQRGARAALTLSFLAALALYLLLAAASSPALPGVYLLFASRLPGALMHTLPAAQMVITDLSAPEERPAALGRLGLCFGVGVILGSLLGGTLVSAYGIQCPAILAALATLLGAVLSFTCIPASTKGAKTDAQAPLPGGPRASVFDLKAIASLLRLPDVPRIFLVKVASNCPTGLFMVMFSIISMDFFQLEAAQAGYLMSFFGLLQMVTQGLVIGQLSS.... Result: 0 (no interaction). (5) Result: 0 (no interaction). The protein sequence of the target gene is MAWPCITRACCIARFWNQLDKADIAVPLVFTKYSEATEHPGAPPQPPAPLQPALAPPSRAVAIETQPAQGESDAVARATGPAPGPSVDRETVAAPGRSGLGLGAASASTSGSGPADSVMRQDYRAWKVQRPEPSCRPRSEYQPSDAPFERETQYQKDFRAWPLPRRGDHPWIPKPVQIPATSQPSQPVLGVPKRRPQSQERGPMQLSADARDPEGAGGAGVLAAGKASGVDQRDTRRKAGPAWMVTRNEGHEEKPLPPAQSQTQEGGPAAGKASGADQRDTRRKAGPAWMVTRSEGHEEK.... The miRNA is hsa-miR-99a-3p with sequence CAAGCUCGCUUCUAUGGGUCUG. (6) The miRNA is hsa-miR-3664-3p with sequence UCUCAGGAGUAAAGACAGAGUU. The protein sequence of the target gene is MESGAVLLESKSSPFNLLHEMHELRLLGHLCDVTVSVEYQGVRKDFMAHKAVLAATSKFFKEVFLNEKSVDGTRTNVYLNEVQVADFASFLEFVYTAKVQVEEDRVQRMLEVAEKLKCLDLSETCFQLKKQMLESVLLELQNFSESQEVEVSSGSQVSAAPAPRASVATDGPHPSGLTDSLDYPGERASNGMSSDLPPKKSKDKLDKKKEVVKPPYPKIRRASGRLAGRKVFVEIPKKKYTRRLREQQKTAEGDVGDYRCPQDQSPDRVGTEMEQVSKNEGCQAGAELEELSKKAGPEEE.... Result: 0 (no interaction).